From a dataset of Full USPTO retrosynthesis dataset with 1.9M reactions from patents (1976-2016). Predict the reactants needed to synthesize the given product. (1) Given the product [CH2:10]([O:12][C:13]([N:15]1[C:23]2[C:18](=[C:19]([Br:24])[CH:20]=[CH:21][CH:22]=2)[C:17]([O:25][CH3:5])=[N:16]1)=[O:14])[CH3:11], predict the reactants needed to synthesize it. The reactants are: [OH-].[K+].N([CH2:5]NC(N)=O)=O.[CH2:10]([O:12][C:13]([N:15]1[C:23]2[C:18](=[C:19]([Br:24])[CH:20]=[CH:21][CH:22]=2)[C:17]([OH:25])=[N:16]1)=[O:14])[CH3:11]. (2) The reactants are: C[C:2]1[CH:7]=[CH:6][N:5]=[C:4]([CH:8]2[CH2:11][N:10]([C:12]([O:14][C:15]([CH3:18])([CH3:17])[CH3:16])=[O:13])[CH2:9]2)[CH:3]=1.BrC1C=CC=CN=1. Given the product [N:5]1[CH:6]=[CH:7][CH:2]=[CH:3][C:4]=1[CH:8]1[CH2:9][N:10]([C:12]([O:14][C:15]([CH3:18])([CH3:17])[CH3:16])=[O:13])[CH2:11]1, predict the reactants needed to synthesize it. (3) The reactants are: [CH3:1][Mg]Cl.Br[C:5]1[CH:10]=[C:9]([F:11])[C:8]([NH:12][C:13]([N:15]2[CH2:23][C:22]3[C:17](=[CH:18][CH:19]=[CH:20][C:21]=3[CH3:24])[CH2:16]2)=[O:14])=[C:7]([F:25])[CH:6]=1. Given the product [F:11][C:9]1[CH:10]=[C:5]([CH3:1])[CH:6]=[C:7]([F:25])[C:8]=1[NH:12][C:13]([N:15]1[CH2:23][C:22]2[C:17](=[CH:18][CH:19]=[CH:20][C:21]=2[CH3:24])[CH2:16]1)=[O:14], predict the reactants needed to synthesize it. (4) Given the product [F:4][C:3]([F:6])([F:5])[C:1]([OH:7])=[O:2].[Br:8][C:9]1[CH:10]=[C:11]2[C:16](=[CH:17][CH:18]=1)[C:15]([CH2:19][N:20]1[C:26](=[O:27])[C@@H:25]([NH:28][C:29](=[O:42])[C@@H:30]([NH:33][CH3:34])[CH2:31][CH3:32])[CH2:24][CH2:23][C:22]3[CH:43]=[CH:44][CH:45]=[CH:46][C:21]1=3)=[C:14]([O:47][CH3:48])[CH:13]=[CH:12]2, predict the reactants needed to synthesize it. The reactants are: [C:1]([OH:7])([C:3]([F:6])([F:5])[F:4])=[O:2].[Br:8][C:9]1[CH:10]=[C:11]2[C:16](=[CH:17][CH:18]=1)[C:15]([CH2:19][N:20]1[C:26](=[O:27])[C@@H:25]([NH:28][C:29](=[O:42])[C@@H:30]([N:33](C)[C:34](=O)OC(C)(C)C)[CH2:31][CH3:32])[CH2:24][CH2:23][C:22]3[CH:43]=[CH:44][CH:45]=[CH:46][C:21]1=3)=[C:14]([O:47][CH3:48])[CH:13]=[CH:12]2. (5) The reactants are: [CH:1]1([N:6]2[C:15]3[N:14]=[C:13]([C:16]4[CH:21]=[CH:20][N:19]=[CH:18][C:17]=4[CH2:22][NH:23]C(=O)OC(C)(C)C)[N:12]=[CH:11][C:10]=3[N:9]([CH3:31])[C:8](=[O:32])[C@H:7]2[CH2:33][CH3:34])[CH2:5][CH2:4][CH2:3][CH2:2]1.C(O)(C(F)(F)F)=O. Given the product [NH2:23][CH2:22][C:17]1[CH:18]=[N:19][CH:20]=[CH:21][C:16]=1[C:13]1[N:12]=[CH:11][C:10]2[N:9]([CH3:31])[C:8](=[O:32])[C@@H:7]([CH2:33][CH3:34])[N:6]([CH:1]3[CH2:5][CH2:4][CH2:3][CH2:2]3)[C:15]=2[N:14]=1, predict the reactants needed to synthesize it.